Dataset: Full USPTO retrosynthesis dataset with 1.9M reactions from patents (1976-2016). Task: Predict the reactants needed to synthesize the given product. (1) Given the product [Br:13][C:14]1[CH:15]=[CH:16][C:17]([Cl:23])=[C:18]([C:19](=[O:20])[CH2:2][N:3]([O:4][CH3:5])[CH3:6])[CH:22]=1, predict the reactants needed to synthesize it. The reactants are: Cl.[CH3:2][NH:3][O:4][CH3:5].[CH2:6](N(CC)CC)C.[Br:13][C:14]1[CH:15]=[CH:16][C:17]([Cl:23])=[C:18]([CH:22]=1)[C:19](O)=[O:20].O=C1N([ClH]P([ClH]N2CCOC2=O)=O)CCO1. (2) Given the product [ClH:26].[ClH:1].[N:3]12[CH2:11][CH2:10][CH:7]([CH2:8][CH2:9]1)[N:6]([C:24]([C:23]1[S:19][C:20]3[CH:30]=[CH:29][CH:28]=[CH:27][C:21]=3[CH:22]=1)=[O:25])[CH2:5][CH2:4]2, predict the reactants needed to synthesize it. The reactants are: [ClH:1].Cl.[N:3]12[CH2:11][CH2:10][CH:7]([CH2:8][CH2:9]1)[NH:6][CH2:5][CH2:4]2.C(N(CC)CC)C.[S:19]1[C:23]([C:24]([Cl:26])=[O:25])=[CH:22][C:21]2[CH:27]=[CH:28][CH:29]=[CH:30][C:20]1=2. (3) Given the product [K+:17].[Br:1][C:2]1[CH:3]=[C:4]([CH:5]=[CH:13][C:11](=[O:12])[C:10]([O-:15])=[O:14])[CH:7]=[CH:8][CH:9]=1, predict the reactants needed to synthesize it. The reactants are: [Br:1][C:2]1[CH:3]=[C:4]([CH:7]=[CH:8][CH:9]=1)[CH:5]=O.[C:10]([OH:15])(=[O:14])[C:11]([CH3:13])=[O:12].[OH-].[K+:17]. (4) Given the product [CH2:1]([O:3][C:4]([N:6]1[C:15]2[C:10](=[N:11][C:12]([O:16][CH3:17])=[CH:13][CH:14]=2)[C@@H:9]([NH:18][C:19]2[N:24]=[C:23]([CH2:25][C:26]3[CH:31]=[C:30]([C:32]([F:33])([F:34])[F:35])[CH:29]=[C:28]([C:36]([F:39])([F:38])[F:37])[CH:27]=3)[C:22]([C:40](=[O:49])[NH:41][CH:42]([C:45]([OH:47])=[O:46])[CH2:43][OH:44])=[CH:21][N:20]=2)[CH2:8][C@H:7]1[CH2:50][CH3:51])=[O:5])[CH3:2], predict the reactants needed to synthesize it. The reactants are: [CH2:1]([O:3][C:4]([N:6]1[C:15]2[C:10](=[N:11][C:12]([O:16][CH3:17])=[CH:13][CH:14]=2)[C@@H:9]([NH:18][C:19]2[N:24]=[C:23]([CH2:25][C:26]3[CH:31]=[C:30]([C:32]([F:35])([F:34])[F:33])[CH:29]=[C:28]([C:36]([F:39])([F:38])[F:37])[CH:27]=3)[C:22]([C:40](=[O:49])[NH:41][CH:42]([C:45]([O:47]C)=[O:46])[CH2:43][OH:44])=[CH:21][N:20]=2)[CH2:8][C@H:7]1[CH2:50][CH3:51])=[O:5])[CH3:2].[OH-].[Na+]. (5) Given the product [NH2:84][C:73]1[CH:72]=[C:71]([C@H:68]([NH:67][C:65]([N:56]2[C:55](=[O:87])[C@@H:54]([CH2:53][C:52]3[CH:88]=[C:48]([Cl:47])[CH:49]=[CH:50][C:51]=3[O:89][CH3:90])[CH2:60][N:59]3[C:61](=[O:64])[N:62]([CH2:92][CH3:134])[N:63]=[C:58]3[CH2:57]2)=[O:66])[CH2:69][CH2:44][CH2:2][CH3:3])[CH:83]=[CH:82][C:74]=1[C:75]([OH:77])=[O:76], predict the reactants needed to synthesize it. The reactants are: Cl[C:2]1[CH:3]=CC(OC)=C([CH:44]=1)C[C@H]1CN2C(=O)N(CC)N=C2CN(C(N[C@@H](C2C=CC(C(OC(C)(C)C)=O)=C([N+]([O-])=O)C=2)CC)=O)C1=O.[Cl:47][C:48]1[CH:49]=[CH:50][C:51]([O:89][CH3:90])=[C:52]([CH:88]=1)[CH2:53][C@H:54]1[CH2:60][N:59]2[C:61]([OH:64])=[N:62][N:63]=[C:58]2[CH2:57][N:56]([C:65]([NH:67][C@@H:68]([C:71]2[CH:83]=[CH:82][C:74]([C:75]([O:77]C(C)(C)C)=[O:76])=[C:73]([N+:84]([O-])=O)[CH:72]=2)[CH2:69]C)=[O:66])[C:55]1=[O:87].Cl[C:92]1C=CC(OC)=C([CH:134]=1)C[C@H]1CN2C(O)=NN=C2CN(C(N[C@@H](C2C=CC(C(OC(C)(C)C)=O)=C([N+]([O-])=O)C=2)CCCC)=O)C1=O. (6) Given the product [Cl:1][C:2]1[CH:7]=[CH:6][C:5]([CH:8]([OH:33])[CH2:9][N:10]([CH2:11][C:12]2[CH:17]=[C:16]([C:18]([F:19])([F:21])[F:20])[CH:15]=[CH:14][C:13]=2[C:22]2[CH:27]=[C:26]([CH:28]([CH3:29])[CH3:30])[CH:25]=[CH:24][C:23]=2[O:31][CH3:32])[C:34](=[O:35])[O:36][CH2:37][C:38]2[CH:43]=[CH:42][CH:41]=[CH:40][CH:39]=2)=[CH:4][CH:3]=1, predict the reactants needed to synthesize it. The reactants are: [Cl:1][C:2]1[CH:7]=[CH:6][C:5]([CH:8]([OH:33])[CH2:9][NH:10][CH2:11][C:12]2[CH:17]=[C:16]([C:18]([F:21])([F:20])[F:19])[CH:15]=[CH:14][C:13]=2[C:22]2[CH:27]=[C:26]([CH:28]([CH3:30])[CH3:29])[CH:25]=[CH:24][C:23]=2[O:31][CH3:32])=[CH:4][CH:3]=1.[C:34](O[C:34]([O:36][CH2:37][C:38]1[CH:43]=[CH:42][CH:41]=[CH:40][CH:39]=1)=[O:35])([O:36][CH2:37][C:38]1[CH:43]=[CH:42][CH:41]=[CH:40][CH:39]=1)=[O:35].O. (7) The reactants are: [CH3:1][O:2][C:3]1[CH:4]=[C:5]2[C:9](=[CH:10][CH:11]=1)[NH:8][C:7](=[O:12])[CH2:6]2.N1(CCC[N:22]2[C:26]([CH:27]=O)=[CH:25][C:24]3[CH2:29][CH2:30][CH2:31][CH2:32][CH2:33][C:23]2=3)CCOCC1.[NH:34]1[CH2:39][CH2:38][CH2:37][CH2:36][CH2:35]1.[CH2:40]([OH:42])[CH3:41]. Given the product [CH3:1][O:2][C:3]1[CH:4]=[C:5]2[C:9](=[CH:10][CH:11]=1)[NH:8][C:7](=[O:12])/[C:6]/2=[CH:27]\[C:26]1[NH:22][C:23]2[CH2:33][CH2:32][CH2:31][CH2:30][CH2:29][C:24]=2[C:25]=1[CH2:37][CH2:38][CH2:39][N:34]1[CH2:41][CH2:40][O:42][CH2:36][CH2:35]1, predict the reactants needed to synthesize it.